From a dataset of Reaction yield outcomes from USPTO patents with 853,638 reactions. Predict the reaction yield, written as a fraction of the theoretical maximum amount of product (1.0 means a 100% yield; for example, 0.34 means a 34% yield). (1) The catalyst is CN(C=O)C.[Cu]=O.[Cu](Cl)Cl. The yield is 0.710. The product is [OH:1][CH2:2][C:3]([CH3:30])([CH3:29])[CH2:4][C:5]1[CH:6]=[C:7]([C:11]([C:17]2[CH:22]=[CH:21][CH:20]=[C:19]([CH2:23][C:24]([CH3:28])([CH3:27])[CH2:25][OH:26])[CH:18]=2)=[O:33])[CH:8]=[CH:9][CH:10]=1. The reactants are [OH:1][CH2:2][C:3]([CH3:30])([CH3:29])[CH2:4][C:5]1[CH:6]=[C:7]([C:11]2([C:17]3[CH:18]=[C:19]([CH2:23][C:24]([CH3:28])([CH3:27])[CH2:25][OH:26])[CH:20]=[CH:21][CH:22]=3)SCCCS2)[CH:8]=[CH:9][CH:10]=1.CC(C)=[O:33]. (2) The reactants are [Si]([O:8][CH2:9][C:10]1([CH3:36])[S:16][CH2:15][CH2:14][N:13]2[C:17]([C:20]3([C:23]4[CH:28]=[CH:27][C:26]([C:29]5[N:34]=[CH:33][C:32]([CH3:35])=[CH:31][N:30]=5)=[CH:25][CH:24]=4)[CH2:22][CH2:21]3)=[N:18][N:19]=[C:12]2[CH2:11]1)(C(C)(C)C)(C)C.Cl. The catalyst is CO. The product is [CH3:36][C:10]1([CH2:9][OH:8])[S:16][CH2:15][CH2:14][N:13]2[C:17]([C:20]3([C:23]4[CH:24]=[CH:25][C:26]([C:29]5[N:34]=[CH:33][C:32]([CH3:35])=[CH:31][N:30]=5)=[CH:27][CH:28]=4)[CH2:22][CH2:21]3)=[N:18][N:19]=[C:12]2[CH2:11]1. The yield is 0.490. (3) The reactants are [Cl:1][C:2]1[CH:3]=[C:4]([CH2:9][N:10]2[C:14]([CH3:15])=[C:13]([C:16]([NH:18][C:19]3[S:20][C:21]([C:24]([O:26]C)=[O:25])=[CH:22][N:23]=3)=[O:17])[N:12]=[N:11]2)[CH:5]=[CH:6][C:7]=1[Cl:8].[OH-].[Na+]. The catalyst is CCO. The product is [Cl:1][C:2]1[CH:3]=[C:4]([CH2:9][N:10]2[C:14]([CH3:15])=[C:13]([C:16]([NH:18][C:19]3[S:20][C:21]([C:24]([OH:26])=[O:25])=[CH:22][N:23]=3)=[O:17])[N:12]=[N:11]2)[CH:5]=[CH:6][C:7]=1[Cl:8]. The yield is 0.830. (4) The reactants are [Br:1][C:2]1[CH:3]=[C:4]([NH2:9])[C:5]([NH2:8])=[N:6][CH:7]=1.[N:10]([CH2:13][CH3:14])=[C:11]=S.C(N=C=NC(C)C)(C)C.C(OCC)(=O)C. The catalyst is CN1C(=O)CCC1.O. The product is [Br:1][C:2]1[CH:3]=[C:4]2[N:9]=[C:11]([NH:10][CH2:13][CH3:14])[NH:8][C:5]2=[N:6][CH:7]=1. The yield is 0.750. (5) The reactants are [Si]([O:8][CH2:9][C@@H:10]([CH3:24])[CH2:11][N:12]1[C:17]2[CH:18]=[CH:19][C:20]([F:22])=[CH:21][C:16]=2[O:15][CH2:14][C:13]1=[O:23])(C(C)(C)C)(C)C.O.[F-].C([N+](CCCC)(CCCC)CCCC)CCC. The catalyst is CCCCCCC.CCOC(C)=O. The product is [F:22][C:20]1[CH:19]=[CH:18][C:17]2[N:12]([CH2:11][C@H:10]([CH3:24])[CH2:9][OH:8])[C:13](=[O:23])[CH2:14][O:15][C:16]=2[CH:21]=1. The yield is 1.00. (6) The yield is 0.990. The catalyst is C(Cl)(Cl)Cl. The product is [CH2:15]([O:14][C:7]1[C:8]2[C:13](=[CH:12][CH:11]=[CH:10][CH:9]=2)[C:4]([O:3][CH2:1][CH3:2])=[C:5]2[C:20]([O:21][C:17](=[O:19])[C:6]=12)=[O:22])[CH3:16]. The reactants are [CH2:1]([O:3][C:4]1[C:13]2[C:8](=[CH:9][CH:10]=[CH:11][CH:12]=2)[C:7]([O:14][CH2:15][CH3:16])=[C:6]([C:17]([OH:19])=O)[C:5]=1[C:20]([OH:22])=[O:21])[CH3:2].S(Cl)(Cl)=O. (7) The reactants are [NH2:1][C:2]1[S:3][C:4]([CH2:7][C@H:8]2[C:11](=[O:12])[N:10]([Si:13]([C:16]([CH3:19])([CH3:18])[CH3:17])([CH3:15])[CH3:14])[C@@H:9]2[C:20]([O:22][CH2:23][C:24]2[CH:29]=[CH:28][CH:27]=[CH:26][CH:25]=2)=[O:21])=[CH:5][N:6]=1.[C:30]([O:34][C:35](O[C:35]([O:34][C:30]([CH3:33])([CH3:32])[CH3:31])=[O:36])=[O:36])([CH3:33])([CH3:32])[CH3:31]. The catalyst is C(#N)C. The product is [C:30]([O:34][C:35]([NH:1][C:2]1[S:3][C:4]([CH2:7][C@H:8]2[C:11](=[O:12])[N:10]([Si:13]([C:16]([CH3:17])([CH3:19])[CH3:18])([CH3:14])[CH3:15])[C@@H:9]2[C:20]([O:22][CH2:23][C:24]2[CH:25]=[CH:26][CH:27]=[CH:28][CH:29]=2)=[O:21])=[CH:5][N:6]=1)=[O:36])([CH3:33])([CH3:32])[CH3:31]. The yield is 1.00. (8) The reactants are [NH2:1][C:2](=[N:33][OH:34])[C:3]1[CH:4]=[C:5]2[C:10](=[CH:11][CH:12]=1)[C:9](=[O:13])[N:8]([CH2:14][CH:15]([CH3:17])[CH3:16])[C:7]([CH2:18][NH:19][C:20](=[O:26])[O:21][C:22]([CH3:25])([CH3:24])[CH3:23])=[C:6]2[C:27]1[CH:32]=[CH:31][CH:30]=[CH:29][CH:28]=1.N1C=CC=CC=1.Cl[C:42](=O)[C:43]([O:45][CH2:46][CH3:47])=[O:44]. The catalyst is C1(C)C=CC=CC=1. The product is [C:22]([O:21][C:20]([NH:19][CH2:18][C:7]1[N:8]([CH2:14][CH:15]([CH3:17])[CH3:16])[C:9](=[O:13])[C:10]2[C:5]([C:6]=1[C:27]1[CH:28]=[CH:29][CH:30]=[CH:31][CH:32]=1)=[CH:4][C:3]([C:2]1[N:1]=[C:42]([C:43]([O:45][CH2:46][CH3:47])=[O:44])[O:34][N:33]=1)=[CH:12][CH:11]=2)=[O:26])([CH3:25])([CH3:23])[CH3:24]. The yield is 0.480.